From a dataset of Catalyst prediction with 721,799 reactions and 888 catalyst types from USPTO. Predict which catalyst facilitates the given reaction. (1) Reactant: [Cl:1][C:2]1[CH:7]=[CH:6][C:5]([O:8][C:9]2[CH:10]=[CH:11][C:12]3[N:13]([N:15]=[C:16]([NH:18][C:19]([CH:21]4[CH2:23][CH2:22]4)=[O:20])[N:17]=3)[CH:14]=2)=[CH:4][C:3]=1[NH:24]C(=O)OC(C)(C)C. Product: [NH2:24][C:3]1[CH:4]=[C:5]([CH:6]=[CH:7][C:2]=1[Cl:1])[O:8][C:9]1[CH:10]=[CH:11][C:12]2[N:13]([N:15]=[C:16]([NH:18][C:19]([CH:21]3[CH2:23][CH2:22]3)=[O:20])[N:17]=2)[CH:14]=1. The catalyst class is: 55. (2) The catalyst class is: 58. Reactant: [Cl:1][C:2]1[CH:3]=[C:4]([S:8]([NH:11][C:12]2[C:17](C(OCC)=O)=[C:16]([CH3:23])[N:15]=[C:14]3[S:24][C:25]([C:28]4[CH:29]=[N:30][NH:31][CH:32]=4)=[C:26]([CH3:27])[C:13]=23)(=[O:10])=[O:9])[CH:5]=[CH:6][CH:7]=1.[OH-].[Na+].C(O)=O.C1(OC2C=CC=CC=2)C=CC=CC=1. Product: [Cl:1][C:2]1[CH:3]=[C:4]([S:8]([NH:11][C:12]2[CH:17]=[C:16]([CH3:23])[N:15]=[C:14]3[S:24][C:25]([C:28]4[CH:32]=[N:31][NH:30][CH:29]=4)=[C:26]([CH3:27])[C:13]=23)(=[O:9])=[O:10])[CH:5]=[CH:6][CH:7]=1.